Dataset: Reaction yield outcomes from USPTO patents with 853,638 reactions. Task: Predict the reaction yield, written as a fraction of the theoretical maximum amount of product (1.0 means a 100% yield; for example, 0.34 means a 34% yield). (1) The reactants are [Li+].C[Si]([N-][Si](C)(C)C)(C)C.[NH2:11][C:12]1[CH:17]=[CH:16][CH:15]=[CH:14][CH:13]=1.[F:18][C:19]1[CH:24]=[CH:23][C:22]([N+:25]([O-:27])=[O:26])=[C:21](F)[C:20]=1[CH3:29]. The catalyst is C1COCC1. The product is [F:18][C:19]1[C:20]([CH3:29])=[C:21]([NH:11][C:12]2[CH:17]=[CH:16][CH:15]=[CH:14][CH:13]=2)[C:22]([N+:25]([O-:27])=[O:26])=[CH:23][CH:24]=1. The yield is 0.940. (2) The catalyst is ClCCl. The reactants are FC(F)(F)C(O)=O.[Cl:8][C:9]1[CH:14]=[C:13]([Cl:15])[CH:12]=[CH:11][C:10]=1[C@H:16]([N:18]1[C:22]2[CH:23]=[C:24]([C:27]3[CH2:28][CH2:29][N:30]([C:33]([C@H:35]4[CH2:40][CH2:39][CH2:38][CH2:37][N:36]4C(OC(C)(C)C)=O)=[O:34])[CH2:31][CH:32]=3)[CH:25]=[CH:26][C:21]=2[N:20]=[CH:19]1)[CH3:17]. The product is [Cl:8][C:9]1[CH:14]=[C:13]([Cl:15])[CH:12]=[CH:11][C:10]=1[C@H:16]([N:18]1[C:22]2[CH:23]=[C:24]([C:27]3[CH2:28][CH2:29][N:30]([C:33]([C@H:35]4[CH2:40][CH2:39][CH2:38][CH2:37][NH:36]4)=[O:34])[CH2:31][CH:32]=3)[CH:25]=[CH:26][C:21]=2[N:20]=[CH:19]1)[CH3:17]. The yield is 0.830. (3) The reactants are Br[C:2]1[N:3]=[C:4]2[C:10]([C:11](=[O:16])[C:12]([CH3:15])([CH3:14])[CH3:13])=[CH:9][NH:8][C:5]2=[N:6][CH:7]=1.[CH3:17][O:18][C:19]1[CH:24]=[CH:23][C:22](B(O)O)=[CH:21][CH:20]=1.C(=O)([O-])[O-].[K+].[K+].O1CCOCC1. The catalyst is O. The product is [CH3:17][O:18][C:19]1[CH:24]=[CH:23][C:22]([C:2]2[N:3]=[C:4]3[C:10]([C:11](=[O:16])[C:12]([CH3:15])([CH3:14])[CH3:13])=[CH:9][NH:8][C:5]3=[N:6][CH:7]=2)=[CH:21][CH:20]=1. The yield is 0.500. (4) The reactants are C([C:4]1[CH:5]=[CH:6][C:7]2[O:12][CH2:11][C:10](=[O:13])[NH:9][C:8]=2[CH:14]=1)(=O)C.C1C=C(Cl)C=[C:17]([C:22]([O:24]O)=[O:23])C=1.C(=O)(O)[O-].[Na+]. The catalyst is C(Cl)Cl. The product is [O:13]=[C:10]1[NH:9][C:8]2[CH:14]=[C:4]([O:24][C:22](=[O:23])[CH3:17])[CH:5]=[CH:6][C:7]=2[O:12][CH2:11]1. The yield is 0.840. (5) The catalyst is O. The yield is 0.440. The reactants are [O:1]=[C:2]1[C:11]2[C:6](=[CH:7][CH:8]=[C:9]([C:12]3([C:15]([O:17]C)=[O:16])[CH2:14][CH2:13]3)[CH:10]=2)[O:5][CH2:4][CH2:3]1.O[Li].[OH2:21].[CH3:22]O. The product is [OH:1][C:2]1([O:21][CH3:22])[C:11]2[C:6](=[CH:7][CH:8]=[C:9]([C:12]3([C:15]([OH:17])=[O:16])[CH2:13][CH2:14]3)[CH:10]=2)[O:5][CH2:4][CH2:3]1.